From a dataset of Forward reaction prediction with 1.9M reactions from USPTO patents (1976-2016). Predict the product of the given reaction. The product is: [OH:12][C:13]([C@H:16]1[CH2:20][CH2:19][N:18]([C:2]2[CH:9]=[CH:8][C:5]([C:6]#[N:7])=[C:4]([O:10][CH3:11])[CH:3]=2)[C@H:17]1[CH3:21])([CH3:15])[CH3:14]. Given the reactants F[C:2]1[CH:9]=[CH:8][C:5]([C:6]#[N:7])=[C:4]([O:10][CH3:11])[CH:3]=1.[OH:12][C:13]([C@H:16]1[CH2:20][CH2:19][NH:18][C@H:17]1[CH3:21])([CH3:15])[CH3:14].C(=O)([O-])[O-].[Li+].[Li+], predict the reaction product.